Predict the product of the given reaction. From a dataset of Forward reaction prediction with 1.9M reactions from USPTO patents (1976-2016). (1) Given the reactants [CH3:1][C:2]1[CH:7]=[CH:6][C:5]([CH3:8])=[CH:4][C:3]=1[NH:9][C:10](=[O:15])[CH2:11][C:12](=O)[CH3:13], predict the reaction product. The product is: [CH3:13][C:12]1[C:4]2[C:3](=[C:2]([CH3:1])[CH:7]=[CH:6][C:5]=2[CH3:8])[N:9]=[C:10]([OH:15])[CH:11]=1. (2) Given the reactants Br[C:2]1[CH:7]=[CH:6][C:5]([C:8]2[CH2:9][C:10]([C:17]3[CH:22]=[C:21]([Cl:23])[CH:20]=[C:19]([Cl:24])[CH:18]=3)([C:13]([F:16])([F:15])[F:14])[CH2:11][N:12]=2)=[CH:4][C:3]=1[CH3:25].C([SiH](CC)CC)C.[C:33]([O-])([O-])=[O:34].[Na+].[Na+], predict the reaction product. The product is: [Cl:24][C:19]1[CH:18]=[C:17]([C:10]2([C:13]([F:16])([F:15])[F:14])[CH2:11][N:12]=[C:8]([C:5]3[CH:6]=[CH:7][C:2]([CH:33]=[O:34])=[C:3]([CH3:25])[CH:4]=3)[CH2:9]2)[CH:22]=[C:21]([Cl:23])[CH:20]=1. (3) The product is: [Br:1][C:2]1[CH:7]=[CH:6][C:5]([O:8][CH2:13][CH2:12][O:11][CH3:10])=[CH:4][C:3]=1[CH3:9]. Given the reactants [Br:1][C:2]1[CH:7]=[CH:6][C:5]([OH:8])=[CH:4][C:3]=1[CH3:9].[CH3:10][O:11][CH2:12][CH2:13]Br.C([O-])([O-])=O.[Cs+].[Cs+], predict the reaction product. (4) Given the reactants [C:1]([C:3]1[N:4]=[CH:5][C:6]([NH:16][C@H:17]([CH2:21][CH3:22])[C:18]([NH2:20])=[O:19])=[N:7][C:8]=1[NH:9][C:10]1[S:14][N:13]=[C:12]([CH3:15])[CH:11]=1)#[N:2].[OH-].[Na+].OO.CC(O)=[O:29], predict the reaction product. The product is: [NH2:20][C:18](=[O:19])[C@H:17]([NH:16][C:6]1[N:7]=[C:8]([NH:9][C:10]2[S:14][N:13]=[C:12]([CH3:15])[CH:11]=2)[C:3]([C:1]([NH2:2])=[O:29])=[N:4][CH:5]=1)[CH2:21][CH3:22].